Dataset: Forward reaction prediction with 1.9M reactions from USPTO patents (1976-2016). Task: Predict the product of the given reaction. (1) Given the reactants Br[C:2]1[CH:15]=[CH:14][C:13]2[O:12][C:11]3[C:6](=[CH:7][C:8]([OH:16])=[CH:9][CH:10]=3)[C:5]3([CH2:20][O:19][C:18]([NH2:21])=[N:17]3)[C:4]=2[CH:3]=1.[N:22]1[CH:27]=[C:26](B(O)O)[CH:25]=[N:24][CH:23]=1.C(=O)([O-])[O-].[K+].[K+], predict the reaction product. The product is: [OH:16][C:8]1[CH:9]=[CH:10][C:11]2[O:12][C:13]3[C:4](=[CH:3][C:2]([C:26]4[CH:27]=[N:22][CH:23]=[N:24][CH:25]=4)=[CH:15][CH:14]=3)[C:5]3([CH2:20][O:19][C:18]([NH2:21])=[N:17]3)[C:6]=2[CH:7]=1. (2) Given the reactants F[C:2]1[CH:9]=[CH:8][C:5]([CH:6]=[O:7])=[CH:4][CH:3]=1.[Br:10][C:11]1[CH:16]=[CH:15][C:14]([OH:17])=[CH:13][C:12]=1[CH2:18][OH:19].C([O-])([O-])=O.[K+].[K+].CCOC(C)=O, predict the reaction product. The product is: [Br:10][C:11]1[CH:16]=[CH:15][C:14]([O:17][C:2]2[CH:9]=[CH:8][C:5]([CH:6]=[O:7])=[CH:4][CH:3]=2)=[CH:13][C:12]=1[CH2:18][OH:19]. (3) Given the reactants [CH3:1][C:2]1[N:7]=[C:6](/[CH:8]=[CH:9]/[CH:10]=O)[CH:5]=[CH:4][CH:3]=1.[CH3:12][N:13]1[C:17](=[O:18])[CH:16]=[CH:15][C:14]1=[O:19].[OH:20][C@@H:21]1[CH2:25][NH:24][C@H:23](C(O)=O)[CH2:22]1, predict the reaction product. The product is: [OH:20][CH:21]1[CH2:22][CH:23]2[N:24]([CH:10](/[CH:9]=[CH:8]/[C:6]3[CH:5]=[CH:4][CH:3]=[C:2]([CH3:1])[N:7]=3)[CH:16]3[C:17](=[O:18])[N:13]([CH3:12])[C:14](=[O:19])[CH:15]32)[CH2:25]1. (4) Given the reactants [CH3:1][O:2][C:3](=[O:15])[CH2:4][C@H:5]1[C:9]2[CH:10]=[CH:11][C:12]([OH:14])=[CH:13][C:8]=2[O:7][CH2:6]1.[Br:16]N1C(=O)CCC1=O, predict the reaction product. The product is: [CH3:1][O:2][C:3](=[O:15])[CH2:4][C@H:5]1[C:9]2[CH:10]=[C:11]([Br:16])[C:12]([OH:14])=[CH:13][C:8]=2[O:7][CH2:6]1.